Dataset: Catalyst prediction with 721,799 reactions and 888 catalyst types from USPTO. Task: Predict which catalyst facilitates the given reaction. Reactant: [Br:1][C:2]1[CH:7]=[CH:6][C:5]([C:8]([CH3:12])([CH3:11])[C:9]#[N:10])=[CH:4][CH:3]=1.C[Si](C)(C)[O-:15].[K+].O. Product: [Br:1][C:2]1[CH:3]=[CH:4][C:5]([C:8]([CH3:12])([CH3:11])[C:9]([NH2:10])=[O:15])=[CH:6][CH:7]=1. The catalyst class is: 11.